Task: Predict the reaction yield, written as a fraction of the theoretical maximum amount of product (1.0 means a 100% yield; for example, 0.34 means a 34% yield).. Dataset: Reaction yield outcomes from USPTO patents with 853,638 reactions (1) The reactants are [CH3:1][O:2][C:3]1[CH:8]=[C:7]([O:9][CH3:10])[C:6]([O:11][CH3:12])=[CH:5][C:4]=1[CH:13]=[CH:14]C.BrN1[C:21](=[O:22])CCC1=O.O. The catalyst is [Br-].C([N+](C)(C)C)CCCCCCCCCCCCCCC.CS(C)=O. The product is [CH3:1][O:2][C:3]1[CH:8]=[C:7]([O:9][CH3:10])[C:6]([O:11][CH3:12])=[CH:5][C:4]=1[CH:13]([CH3:14])[CH:21]=[O:22]. The yield is 0.450. (2) The reactants are [C:1]([C:3]1[CH:8]=[CH:7][C:6]([F:9])=[CH:5][C:4]=1[O:10][C:11](=[O:15])[N:12]([CH3:14])[CH3:13])#[N:2].[ClH:16].[H][H]. The catalyst is C(OCC)(=O)C.C(O)C.[Pd]. The product is [ClH:16].[NH2:2][CH2:1][C:3]1[CH:8]=[CH:7][C:6]([F:9])=[CH:5][C:4]=1[O:10][C:11](=[O:15])[N:12]([CH3:13])[CH3:14]. The yield is 0.380. (3) The reactants are [NH2:1][CH2:2][CH2:3][C:4]1[CH:5]=[C:6]([CH2:10][C@H:11]([NH:13][CH2:14][C@@H:15]([C:24]2[CH:33]=[CH:32][C:31]([O:34][CH2:35][C:36]3[CH:41]=[CH:40][CH:39]=[CH:38][CH:37]=3)=[C:30]3[C:25]=2[CH:26]=[CH:27][C:28](=[O:42])[NH:29]3)[O:16][Si:17]([C:20]([CH3:23])([CH3:22])[CH3:21])([CH3:19])[CH3:18])[CH3:12])[CH:7]=[CH:8][CH:9]=1.[C:43]1([C:75]2[CH:80]=[CH:79][CH:78]=[CH:77][CH:76]=2)[CH:48]=[CH:47][CH:46]=[CH:45][C:44]=1[NH:49][C:50]([O:52][CH:53]1[CH2:58][CH2:57][N:56]([CH2:59][CH2:60][C:61](CNC2C=CC(CC(O)=O)=CC=2)=[O:62])[CH2:55][CH2:54]1)=[O:51].[O-]S(C(F)(F)F)(=O)=O.C([N:92]([CH2:96][CH3:97])C(C)C)(C)C. The catalyst is C(Cl)Cl. The product is [CH2:35]([O:34][C:31]1[CH:32]=[CH:33][C:24]([C@@H:15]([O:16][Si:17]([C:20]([CH3:21])([CH3:23])[CH3:22])([CH3:19])[CH3:18])[CH2:14][NH:13][C@H:11]([CH3:12])[CH2:10][C:6]2[CH:5]=[C:4]([CH2:3][CH2:2][NH:1][C:15]([CH2:24][C:25]3[CH:30]=[CH:31][C:97]([CH2:96][NH:92][C:61]([CH2:60][CH2:59][N:56]4[CH2:55][CH2:54][CH:53]([O:52][C:50](=[O:51])[NH:49][C:44]5[CH:45]=[CH:46][CH:47]=[CH:48][C:43]=5[C:75]5[CH:80]=[CH:79][CH:78]=[CH:77][CH:76]=5)[CH2:58][CH2:57]4)=[O:62])=[CH:27][CH:26]=3)=[O:16])[CH:9]=[CH:8][CH:7]=2)=[C:25]2[C:30]=1[NH:29][C:28](=[O:42])[CH:27]=[CH:26]2)[C:36]1[CH:37]=[CH:38][CH:39]=[CH:40][CH:41]=1. The yield is 0.380. (4) The reactants are [NH2:1][C:2]1[CH:10]=[CH:9][C:5]([C:6]([OH:8])=O)=[CH:4][C:3]=1[Cl:11].[CH2:12]1[C@H:21]2[C@H:16]([CH2:17][CH2:18][C:19]3[CH:25]=[CH:24][CH:23]=[CH:22][C:20]=32)[NH:15][CH2:14][CH2:13]1.F[P-](F)(F)(F)(F)F.N1(OC(N(C)C)=[N+](C)C)C2N=CC=CC=2N=N1. No catalyst specified. The product is [NH2:1][C:2]1[CH:10]=[CH:9][C:5]([C:6]([N:15]2[C@@H:16]3[C@@H:21]([C:20]4[CH:22]=[CH:23][CH:24]=[CH:25][C:19]=4[CH2:18][CH2:17]3)[CH2:12][CH2:13][CH2:14]2)=[O:8])=[CH:4][C:3]=1[Cl:11]. The yield is 0.520.